From a dataset of Full USPTO retrosynthesis dataset with 1.9M reactions from patents (1976-2016). Predict the reactants needed to synthesize the given product. (1) Given the product [Br:1][C:2]1[CH:3]=[C:4]([C:11]([N:13]2[CH2:18][CH2:17][O:16][C:15]3[CH:19]=[CH:20][N:21]=[CH:22][C:14]2=3)=[S:12])[CH:5]=[C:6]([Br:10])[C:7]=1[OH:8], predict the reactants needed to synthesize it. The reactants are: [Br:1][C:2]1[CH:3]=[C:4]([C:11]([N:13]2[CH2:18][CH2:17][O:16][C:15]3[CH:19]=[CH:20][N:21]=[CH:22][C:14]2=3)=[S:12])[CH:5]=[C:6]([Br:10])[C:7]=1[O:8]C.N1CCNCC1.[Br-].[Li+]. (2) Given the product [CH3:30][C:11]1([CH2:12][N:13]2[N:17]=[C:16]([C:18]3[CH:23]=[CH:22][C:21]([O:24][C:25]([F:28])([F:27])[F:26])=[CH:20][CH:19]=3)[O:15][C:14]2=[O:29])[O:31][C:2]2=[N:6][C:5]([N+:7]([O-:9])=[O:8])=[CH:4][N:3]2[CH2:10]1, predict the reactants needed to synthesize it. The reactants are: Cl[C:2]1[N:3]([CH2:10][C:11]([OH:31])([CH3:30])[CH2:12][N:13]2[N:17]=[C:16]([C:18]3[CH:23]=[CH:22][C:21]([O:24][C:25]([F:28])([F:27])[F:26])=[CH:20][CH:19]=3)[O:15][C:14]2=[O:29])[CH:4]=[C:5]([N+:7]([O-:9])=[O:8])[N:6]=1.[H-].[Na+]. (3) Given the product [C:1]([N:5]1[C:9]([C:10]2[CH:15]=[CH:14][C:13]([F:16])=[CH:12][CH:11]=2)=[CH:8][C:7]([CH2:17][CH2:18][CH2:19][N:31]2[CH2:30][CH2:29][N:28]([C:23]3[CH:24]=[CH:25][CH:26]=[CH:27][C:22]=3[F:21])[CH2:33][CH2:32]2)=[N:6]1)([CH3:4])([CH3:3])[CH3:2], predict the reactants needed to synthesize it. The reactants are: [C:1]([N:5]1[C:9]([C:10]2[CH:15]=[CH:14][C:13]([F:16])=[CH:12][CH:11]=2)=[CH:8][C:7]([CH2:17][CH2:18][CH:19]=O)=[N:6]1)([CH3:4])([CH3:3])[CH3:2].[F:21][C:22]1[CH:27]=[CH:26][CH:25]=[CH:24][C:23]=1[N:28]1[CH2:33][CH2:32][NH:31][CH2:30][CH2:29]1.CCN(C(C)C)C(C)C.[BH-](OC(C)=O)(OC(C)=O)OC(C)=O.[Na+]. (4) Given the product [C:21]([O:25][C:26](=[O:40])[NH:27][CH:28]1[C:37]2[C:32](=[CH:33][C:34]([CH:38]=[CH:11][C:9]#[N:10])=[CH:35][CH:36]=2)[CH2:31][CH2:30][CH2:29]1)([CH3:24])([CH3:23])[CH3:22], predict the reactants needed to synthesize it. The reactants are: P([C:9]#[N:10])(OCC)(OCC)=O.[CH3:11][Si]([N-][Si](C)(C)C)(C)C.[Na+].[C:21]([O:25][C:26](=[O:40])[NH:27][CH:28]1[C:37]2[C:32](=[CH:33][C:34]([CH:38]=O)=[CH:35][CH:36]=2)[CH2:31][CH2:30][CH2:29]1)([CH3:24])([CH3:23])[CH3:22]. (5) The reactants are: C([O:4][CH2:5][CH2:6][O:7][C:8]1[CH:13]=[C:12]([C:14]([NH:16][CH2:17][C:18]2[CH:23]=[CH:22][C:21]([S:24]([CH:27]([CH3:29])[CH3:28])(=[O:26])=[O:25])=[CH:20][CH:19]=2)=[O:15])[C:11](=[O:30])[N:10]([C:31]2[CH:36]=[CH:35][CH:34]=[C:33]([C:37]([F:40])([F:39])[F:38])[CH:32]=2)[C:9]=1[CH3:41])(=O)C.CO.[OH-].[Na+].C(O)(=O)C. Given the product [OH:4][CH2:5][CH2:6][O:7][C:8]1[CH:13]=[C:12]([C:14]([NH:16][CH2:17][C:18]2[CH:23]=[CH:22][C:21]([S:24]([CH:27]([CH3:29])[CH3:28])(=[O:25])=[O:26])=[CH:20][CH:19]=2)=[O:15])[C:11](=[O:30])[N:10]([C:31]2[CH:36]=[CH:35][CH:34]=[C:33]([C:37]([F:40])([F:38])[F:39])[CH:32]=2)[C:9]=1[CH3:41], predict the reactants needed to synthesize it. (6) Given the product [O:13]1[C:17]2([CH2:18][CH2:19][CH:20]([CH:23]3[CH2:28][CH2:27][C:26]([N:8]4[CH2:12][CH2:11][CH2:10][CH2:9]4)=[CH:25][CH2:24]3)[CH2:21][CH2:22]2)[O:16][CH2:15][CH2:14]1, predict the reactants needed to synthesize it. The reactants are: C1(C)C=CC=CC=1.[NH:8]1[CH2:12][CH2:11][CH2:10][CH2:9]1.[O:13]1[C:17]2([CH2:22][CH2:21][CH:20]([CH:23]3[CH2:28][CH2:27][C:26](=O)[CH2:25][CH2:24]3)[CH2:19][CH2:18]2)[O:16][CH2:15][CH2:14]1. (7) Given the product [F:13][C:22]1[CH:23]=[CH:24][C:25]([CH:26]=[N:11][S:8]([C:5]2[CH:4]=[CH:3][C:2]([CH3:1])=[CH:7][CH:6]=2)(=[O:10])=[O:9])=[C:19]([CH3:20])[CH:21]=1, predict the reactants needed to synthesize it. The reactants are: [CH3:1][C:2]1[CH:3]=[CH:4][C:5]([S:8]([NH2:11])(=[O:10])=[O:9])=[CH:6][CH:7]=1.B(F)(F)[F:13].CCO[CH2:19][CH3:20].[C:21]1(C)[CH:26]=[CH:25][CH:24]=[CH:23][CH:22]=1.